Dataset: Full USPTO retrosynthesis dataset with 1.9M reactions from patents (1976-2016). Task: Predict the reactants needed to synthesize the given product. (1) Given the product [CH3:1][C:2]1[C:11]([C:12]([C:14]2[CH:15]=[N:16][N:17]([CH2:20][CH3:21])[C:18]=2[O:19][S:36]([CH2:33][CH2:34][CH3:35])(=[O:38])=[O:37])=[O:13])=[CH:10][CH:9]=[C:8]2[C:3]=1[CH2:4][CH2:5][CH2:6][S:7]2(=[O:23])=[O:22], predict the reactants needed to synthesize it. The reactants are: [CH3:1][C:2]1[C:11]([C:12]([C:14]2[CH:15]=[N:16][N:17]([CH2:20][CH3:21])[C:18]=2[OH:19])=[O:13])=[CH:10][CH:9]=[C:8]2[C:3]=1[CH2:4][CH2:5][CH2:6][S:7]2(=[O:23])=[O:22].ClCCl.C(=O)([O-])[O-].[K+].[K+].[CH2:33]([S:36](Cl)(=[O:38])=[O:37])[CH2:34][CH3:35]. (2) Given the product [NH2:7][C:8]1[N:13]=[C:12]([NH:14][CH2:15][CH2:16][NH:17][C:18]2[N:23]=[C:22]([C:24]3[CH:29]=[CH:28][C:27]([Cl:30])=[CH:26][C:25]=3[Cl:31])[C:21]([N:32]3[C:36](=[O:37])[CH2:35][CH:34]([N:1]4[CH2:6][CH2:5][O:4][CH2:3][CH2:2]4)[C:33]3=[O:38])=[CH:20][N:19]=2)[CH:11]=[CH:10][C:9]=1[N+:39]([O-:41])=[O:40], predict the reactants needed to synthesize it. The reactants are: [NH:1]1[CH2:6][CH2:5][O:4][CH2:3][CH2:2]1.[NH2:7][C:8]1[N:13]=[C:12]([NH:14][CH2:15][CH2:16][NH:17][C:18]2[N:23]=[C:22]([C:24]3[CH:29]=[CH:28][C:27]([Cl:30])=[CH:26][C:25]=3[Cl:31])[C:21]([N:32]3[C:36](=[O:37])[CH:35]=[CH:34][C:33]3=[O:38])=[CH:20][N:19]=2)[CH:11]=[CH:10][C:9]=1[N+:39]([O-:41])=[O:40].